Dataset: Catalyst prediction with 721,799 reactions and 888 catalyst types from USPTO. Task: Predict which catalyst facilitates the given reaction. (1) Reactant: C1C=C(Cl)C=C(C(OO)=O)C=1.[Cl:12][C:13]1[CH:18]=[CH:17][CH:16]=[C:15]([Cl:19])[C:14]=1[N:20]1[CH:31]=[CH:30][C:23]2[N:24]=[C:25](SC)[N:26]=[CH:27][C:22]=2[C:21]1=[O:32].CCN(C(C)C)C(C)C.[NH2:42][C:43]1[CH:48]=[CH:47][C:46]([C:49]([N:51]2[CH2:56][CH2:55][N:54]([CH3:57])[CH2:53][CH2:52]2)=[O:50])=[CH:45][CH:44]=1. Product: [Cl:12][C:13]1[CH:18]=[CH:17][CH:16]=[C:15]([Cl:19])[C:14]=1[N:20]1[CH:31]=[CH:30][C:23]2[N:24]=[C:25]([NH:42][C:43]3[CH:44]=[CH:45][C:46]([C:49]([N:51]4[CH2:52][CH2:53][N:54]([CH3:57])[CH2:55][CH2:56]4)=[O:50])=[CH:47][CH:48]=3)[N:26]=[CH:27][C:22]=2[C:21]1=[O:32]. The catalyst class is: 390. (2) Reactant: [CH2:1]([N:5]1[C:13]2[C:8](=[N:9][C:10]([Cl:15])=[N:11][C:12]=2[Cl:14])[NH:7][C:6]1=[O:16])[C:2]#[C:3][CH3:4].CI.[C:19](=O)([O-])[O-].[K+].[K+].O. Product: [CH2:1]([N:5]1[C:13]2[C:8](=[N:9][C:10]([Cl:15])=[N:11][C:12]=2[Cl:14])[N:7]([CH3:19])[C:6]1=[O:16])[C:2]#[C:3][CH3:4]. The catalyst class is: 9. (3) Reactant: [CH3:1][O:2][C:3](=[O:13])[C:4](=[CH:9]N(C)C)[C:5](OC)=[O:6].[CH3:14][O:15][C:16]1[CH:24]=[CH:23][C:19]([CH2:20][NH:21][NH2:22])=[CH:18][CH:17]=1.C([O-])([O-])=O.[K+].[K+]. Product: [CH3:1][O:2][C:3]([C:4]1[C:5]([OH:6])=[N:22][N:21]([CH2:20][C:19]2[CH:23]=[CH:24][C:16]([O:15][CH3:14])=[CH:17][CH:18]=2)[CH:9]=1)=[O:13]. The catalyst class is: 144. (4) Reactant: [C:1]([C:5]1[CH:20]=[C:19]([F:21])[CH:18]=[CH:17][C:6]=1[O:7][CH:8]1[CH2:11][N:10]([C:12](=[O:16])[C:13](O)=[O:14])[CH2:9]1)([CH3:4])([CH3:3])[CH3:2].Cl.[CH2:23]([NH2:25])[CH3:24].CCN=C=NCCCN(C)C.C1C=CC2N(O)N=NC=2C=1. Product: [C:1]([C:5]1[CH:20]=[C:19]([F:21])[CH:18]=[CH:17][C:6]=1[O:7][CH:8]1[CH2:9][N:10]([C:12](=[O:16])[C:13]([NH:25][CH2:23][CH3:24])=[O:14])[CH2:11]1)([CH3:2])([CH3:3])[CH3:4]. The catalyst class is: 10. (5) Reactant: [C:1]([O:10][CH2:11][CH3:12])(=[O:9])[C:2]1[C:3](=[CH:5][CH:6]=[CH:7][CH:8]=1)[OH:4].CC(C)([O-])C.[K+].I[C:20]1[CH:21]=[CH:22][C:23]2[N:24]([CH:26]=[C:27]([NH:29][C:30]([CH:32]3[CH2:34][CH2:33]3)=[O:31])[N:28]=2)[N:25]=1.C(=O)([O-])[O-].[K+].[K+]. The catalyst class is: 9. Product: [CH:32]1([C:30]([NH:29][C:27]2[N:28]=[C:23]3[CH:22]=[CH:21][C:20]([O:4][C:3]4[CH:5]=[CH:6][CH:7]=[CH:8][C:2]=4[C:1]([O:10][CH2:11][CH3:12])=[O:9])=[N:25][N:24]3[CH:26]=2)=[O:31])[CH2:33][CH2:34]1. (6) Reactant: [C:1]([NH:4][NH:5][C:6](=[O:32])[C:7]1[CH:12]=[CH:11][C:10]([C@@H:13]([N:15]2[CH2:20][CH2:19][C@:18]([CH2:28][CH:29]=[CH2:30])([C:21]3[CH:26]=[CH:25][C:24]([F:27])=[CH:23][CH:22]=3)[O:17][C:16]2=[O:31])[CH3:14])=[CH:9][CH:8]=1)(=O)[CH3:2].CC[N+](S(N=C(OC)[O-])(=O)=O)(CC)CC.C1COCC1. Product: [CH2:28]([C@@:18]1([C:21]2[CH:26]=[CH:25][C:24]([F:27])=[CH:23][CH:22]=2)[O:17][C:16](=[O:31])[N:15]([C@H:13]([C:10]2[CH:9]=[CH:8][C:7]([C:6]3[O:32][C:1]([CH3:2])=[N:4][N:5]=3)=[CH:12][CH:11]=2)[CH3:14])[CH2:20][CH2:19]1)[CH:29]=[CH2:30]. The catalyst class is: 25. (7) Reactant: C(O)(=O)C.[CH3:5][C@H:6]1[CH2:11][NH:10][C@H:9]([CH3:12])[CH2:8][N:7]1[C@@H:13]([C:27]1[CH:32]=[CH:31][CH:30]=[C:29]([OH:33])[CH:28]=1)[C:14]1[CH:26]=[CH:25][C:17]([C:18]([N:20]([CH2:23][CH3:24])[CH2:21][CH3:22])=[O:19])=[CH:16][CH:15]=1.[F:34][C:35]1[CH:36]=[C:37]([CH:40]=[CH:41][CH:42]=1)[CH:38]=O.C(O[BH-](OC(=O)C)OC(=O)C)(=O)C.[Na+]. Product: [CH3:5][C@H:6]1[CH2:11][N:10]([CH2:38][C:37]2[CH:40]=[CH:41][CH:42]=[C:35]([F:34])[CH:36]=2)[C@H:9]([CH3:12])[CH2:8][N:7]1[C@@H:13]([C:27]1[CH:32]=[CH:31][CH:30]=[C:29]([OH:33])[CH:28]=1)[C:14]1[CH:26]=[CH:25][C:17]([C:18]([N:20]([CH2:23][CH3:24])[CH2:21][CH3:22])=[O:19])=[CH:16][CH:15]=1. The catalyst class is: 54.